Dataset: Forward reaction prediction with 1.9M reactions from USPTO patents (1976-2016). Task: Predict the product of the given reaction. (1) The product is: [NH2:19][C:20]1[CH:21]=[C:22]([CH:26]=[C:27]([O:29][C:30]([F:33])([F:32])[F:31])[CH:28]=1)[C:23]([NH:42][CH2:41][CH2:40][N:37]1[CH2:38][CH2:39][O:34][CH2:35][CH2:36]1)=[O:25]. Given the reactants C(P1(=O)OP(CCC)(=O)OP(CCC)(=O)O1)CC.[NH2:19][C:20]1[CH:21]=[C:22]([CH:26]=[C:27]([O:29][C:30]([F:33])([F:32])[F:31])[CH:28]=1)[C:23]([OH:25])=O.[O:34]1[CH2:39][CH2:38][N:37]([CH2:40][CH2:41][NH2:42])[CH2:36][CH2:35]1, predict the reaction product. (2) Given the reactants Br[C:2]1[N:10]=[C:9]2[N:4]([CH:5]=[N:6][C:7]([CH2:14][N:15]3[CH:19]=[CH:18][N:17]=[C:16]3[C:20]3[C:25]([F:26])=[CH:24][CH:23]=[CH:22][N:21]=3)=[C:8]2[CH2:11][CH2:12][CH3:13])[N:3]=1.[NH:27]1[CH2:31][CH2:30][CH2:29][CH2:28]1, predict the reaction product. The product is: [F:26][C:25]1[C:20]([C:16]2[N:15]([CH2:14][C:7]3[N:6]=[CH:5][N:4]4[N:3]=[C:2]([N:27]5[CH2:31][CH2:30][CH2:29][CH2:28]5)[N:10]=[C:9]4[C:8]=3[CH2:11][CH2:12][CH3:13])[CH:19]=[CH:18][N:17]=2)=[N:21][CH:22]=[CH:23][CH:24]=1. (3) The product is: [NH2:20][C:21]1[C:26]([C:27](=[O:32])[C:28]([F:30])([F:31])[F:29])=[CH:25][CH:24]=[C:23]([NH:33][CH:34]2[CH2:39][CH2:38][CH2:37][N:36]([C:2]3[C:3]4[N:4]([N:16]=[CH:17][N:18]=4)[CH:5]=[C:6]([C:8]4[CH:13]=[CH:12][C:11]([F:14])=[CH:10][C:9]=4[F:15])[N:7]=3)[CH2:35]2)[N:22]=1. Given the reactants Cl[C:2]1[C:3]2[N:4]([N:16]=[CH:17][N:18]=2)[CH:5]=[C:6]([C:8]2[CH:13]=[CH:12][C:11]([F:14])=[CH:10][C:9]=2[F:15])[N:7]=1.Cl.[NH2:20][C:21]1[C:26]([C:27](=[O:32])[C:28]([F:31])([F:30])[F:29])=[CH:25][CH:24]=[C:23]([NH:33][CH:34]2[CH2:39][CH2:38][CH2:37][NH:36][CH2:35]2)[N:22]=1.C(N(CC)C(C)C)(C)C, predict the reaction product. (4) Given the reactants [CH3:1][O:2][C:3]1[C:8]([N+:9]([O-:11])=[O:10])=[CH:7][CH:6]=[CH:5][C:4]=1[C:12]#[C:13][Si](C)(C)C.C(=O)([O-])[O-].[K+].[K+], predict the reaction product. The product is: [C:12]([C:4]1[CH:5]=[CH:6][CH:7]=[C:8]([N+:9]([O-:11])=[O:10])[C:3]=1[O:2][CH3:1])#[CH:13]. (5) Given the reactants C([O:9][CH2:10][CH2:11][N:12]1[C:20]2[C:19](Cl)=[N:18][CH:17]=[N:16][C:15]=2[CH:14]=[CH:13]1)(=O)C1C=CC=CC=1.[S:22]1[C:26]2[CH:27]=[CH:28][CH:29]=[C:30]([O:31][C:32]3[CH:38]=[CH:37][C:35]([NH2:36])=[CH:34][C:33]=3[F:39])[C:25]=2[CH:24]=[N:23]1.[OH-].[Na+], predict the reaction product. The product is: [S:22]1[C:26]2[CH:27]=[CH:28][CH:29]=[C:30]([O:31][C:32]3[CH:38]=[CH:37][C:35]([NH:36][C:19]4[C:20]5[N:12]([CH2:11][CH2:10][OH:9])[CH:13]=[CH:14][C:15]=5[N:16]=[CH:17][N:18]=4)=[CH:34][C:33]=3[F:39])[C:25]=2[CH:24]=[N:23]1. (6) Given the reactants S(Cl)([Cl:3])=O.[F:5][C:6]1[CH:7]=[C:8]2[C:13](=[CH:14][CH:15]=1)[N:12]=[C:11]([CH:16](O)[CH3:17])[C:10]([C:19]1[CH:20]=[N:21][CH:22]=[C:23]([F:25])[CH:24]=1)=[CH:9]2, predict the reaction product. The product is: [Cl:3][CH:16]([C:11]1[C:10]([C:19]2[CH:20]=[N:21][CH:22]=[C:23]([F:25])[CH:24]=2)=[CH:9][C:8]2[C:13](=[CH:14][CH:15]=[C:6]([F:5])[CH:7]=2)[N:12]=1)[CH3:17]. (7) Given the reactants C([O:5][C:6](=[O:39])[CH2:7][CH2:8][CH:9]1[N:14]([C:15]([NH:17][S:18]([C:21]2[CH:26]=[CH:25][CH:24]=[CH:23][CH:22]=2)(=[O:20])=[O:19])=[O:16])[CH2:13][CH2:12][N:11]([C:27]2[C:37]([Cl:38])=[CH:36][C:30]([C:31]([O:33][CH2:34][CH3:35])=[O:32])=[CH:29][N:28]=2)[CH2:10]1)(C)(C)C.FC(F)(F)C(O)=O, predict the reaction product. The product is: [Cl:38][C:37]1[C:27]([N:11]2[CH2:12][CH2:13][N:14]([C:15]([NH:17][S:18]([C:21]3[CH:26]=[CH:25][CH:24]=[CH:23][CH:22]=3)(=[O:20])=[O:19])=[O:16])[CH:9]([CH2:8][CH2:7][C:6]([OH:39])=[O:5])[CH2:10]2)=[N:28][CH:29]=[C:30]([C:31]([O:33][CH2:34][CH3:35])=[O:32])[CH:36]=1. (8) Given the reactants [Br:1][C:2]1[CH:10]=[C:9]2[C:5]([CH2:6][N:7]([C@H:12]([CH:17]([CH3:19])C)C(OC)=O)[C:8]2=[O:11])=[CH:4][CH:3]=1.Cl.NCCC[C:25]([O:27][CH3:28])=[O:26], predict the reaction product. The product is: [Br:1][C:2]1[CH:10]=[C:9]2[C:5]([CH2:6][N:7]([CH2:12][CH2:17][CH2:19][C:25]([O:27][CH3:28])=[O:26])[C:8]2=[O:11])=[CH:4][CH:3]=1. (9) The product is: [CH2:54]([CH:53]([CH2:81][CH2:82][CH2:80][CH2:78][CH2:79][CH2:39][CH2:38][CH3:37])[C:52]([OH:63])=[O:62])[CH2:55][CH2:56][CH2:57][CH2:58][CH2:59][CH2:60][CH2:61][CH2:66][CH2:67][CH2:68][CH3:69].[OH:36][CH2:37][CH:38]([CH2:39][OH:40])[OH:41].[OH:36][CH2:37][CH:38]([CH2:39][OH:40])[OH:41].[OH:36][CH2:37][CH:38]([CH2:39][OH:40])[OH:41].[OH:36][CH2:37][CH:38]([CH2:39][OH:40])[OH:41].[OH:36][CH2:37][CH:38]([CH2:39][OH:40])[OH:41].[OH:36][CH2:37][CH:38]([CH2:39][OH:40])[OH:41].[OH:36][CH2:37][CH:38]([CH2:39][OH:40])[OH:41].[OH:36][CH2:37][CH:38]([CH2:39][OH:40])[OH:41].[OH:36][CH2:37][CH:38]([CH2:39][OH:40])[OH:41].[OH:36][CH2:37][CH:38]([CH2:39][OH:40])[OH:41]. Given the reactants C(O)C(O)C[O:36][CH2:37][CH:38]([OH:41])[CH2:39][O:40]CC(O)C[O:36][CH2:37][CH:38]([OH:41])[CH2:39][O:40]CC(O)C[O:36][CH2:37][CH:38]([OH:41])[CH2:39][O:40]CC(O)C[O:36][CH2:37][CH:38]([OH:41])[CH2:39][O:40]CC(O)C[O:36][CH2:37][CH:38]([OH:41])[CH2:39][OH:40].[C:52]([OH:63])(=[O:62])[CH2:53][CH2:54][CH2:55][CH2:56][CH2:57][CH2:58][CH2:59][CH2:60][CH3:61].ON1[C:69](=O)[CH2:68][CH2:67][C:66]1=O.CC(N=C=N[CH:78]([CH3:80])[CH3:79])C.[CH2:81]1COC[CH2:82]1, predict the reaction product. (10) The product is: [F:25][C:26]1[CH:34]=[C:33]([C:2]2[N:7]3[N:8]=[CH:9][N:10]=[C:6]3[C:5]([NH:11][C:12]3[CH:17]=[CH:16][C:15]([N:18]4[CH2:19][CH2:20][N:21]([CH3:24])[CH2:22][CH2:23]4)=[CH:14][CH:13]=3)=[CH:4][CH:3]=2)[CH:32]=[CH:31][C:27]=1[C:28]([NH2:30])=[O:29]. Given the reactants Cl[C:2]1[N:7]2[N:8]=[CH:9][N:10]=[C:6]2[C:5]([NH:11][C:12]2[CH:17]=[CH:16][C:15]([N:18]3[CH2:23][CH2:22][N:21]([CH3:24])[CH2:20][CH2:19]3)=[CH:14][CH:13]=2)=[CH:4][CH:3]=1.[F:25][C:26]1[CH:34]=[C:33](B2OC(C)(C)C(C)(C)O2)[CH:32]=[CH:31][C:27]=1[C:28]([NH2:30])=[O:29].CC([O-])(C)C.[Na+], predict the reaction product.